This data is from Peptide-MHC class I binding affinity with 185,985 pairs from IEDB/IMGT. The task is: Regression. Given a peptide amino acid sequence and an MHC pseudo amino acid sequence, predict their binding affinity value. This is MHC class I binding data. The peptide sequence is STAPSSPPPY. The MHC is HLA-A32:01 with pseudo-sequence HLA-A32:01. The binding affinity (normalized) is 0.154.